Task: Predict which catalyst facilitates the given reaction.. Dataset: Catalyst prediction with 721,799 reactions and 888 catalyst types from USPTO (1) Reactant: Br[CH2:2][C:3]1[S:12][C:11]2[C:10]3[CH:13]=[CH:14][CH:15]=[CH:16][C:9]=3[S:8][C:7]3[CH:17]=[CH:18][CH:19]=[CH:20][C:6]=3[C:5]=2[CH:4]=1.[C-:21]#[N:22].[Na+]. Product: [S:12]1[C:11]2[C:10]3[CH:13]=[CH:14][CH:15]=[CH:16][C:9]=3[S:8][C:7]3[CH:17]=[CH:18][CH:19]=[CH:20][C:6]=3[C:5]=2[CH:4]=[C:3]1[CH2:2][C:21]#[N:22]. The catalyst class is: 8. (2) The catalyst class is: 5. Reactant: [F:1][C:2]1[CH:33]=[CH:32][C:5]([O:6][CH:7]2[CH2:12][CH2:11][N:10]([C:13]([NH:15][CH:16]([CH:21]([C:23]3[C:31]4[C:26](=[CH:27][CH:28]=[CH:29][CH:30]=4)[NH:25][CH:24]=3)[CH3:22])[C:17]([O:19]C)=[O:18])=[O:14])[CH2:9][CH2:8]2)=[CH:4][CH:3]=1.[OH-].[Na+].Cl. Product: [F:1][C:2]1[CH:3]=[CH:4][C:5]([O:6][CH:7]2[CH2:8][CH2:9][N:10]([C:13]([NH:15][CH:16]([CH:21]([C:23]3[C:31]4[C:26](=[CH:27][CH:28]=[CH:29][CH:30]=4)[NH:25][CH:24]=3)[CH3:22])[C:17]([OH:19])=[O:18])=[O:14])[CH2:11][CH2:12]2)=[CH:32][CH:33]=1. (3) Reactant: C([O:3][C:4]([C:6]1[N:7]([CH3:16])[C:8]2[C:13]([CH:14]=1)=[CH:12][C:11]([Cl:15])=[CH:10][CH:9]=2)=O)C.CO[NH:19][CH3:20]. Product: [CH3:20][NH:19][C:4]([C:6]1[N:7]([CH3:16])[C:8]2[C:13]([CH:14]=1)=[CH:12][C:11]([Cl:15])=[CH:10][CH:9]=2)=[O:3]. The catalyst class is: 11. (4) Reactant: [N:1]1[CH:6]=[CH:5][CH:4]=[C:3]([C:7](=[O:11])[C:8]([OH:10])=O)[CH:2]=1.S(Cl)(Cl)=O.[NH2:16][C:17]1[CH:18]=[CH:19][C:20]2[C:25](=[O:26])[O:24][N:23]=[C:22]([CH3:27])[C:21]=2[CH:28]=1. Product: [N:1]1[CH:6]=[CH:5][CH:4]=[C:3]([C:7](=[O:11])[C:8]([NH:16][C:17]2[CH:18]=[CH:19][C:20]3[C:25](=[O:26])[O:24][N:23]=[C:22]([CH3:27])[C:21]=3[CH:28]=2)=[O:10])[CH:2]=1. The catalyst class is: 80. (5) Reactant: [OH:1][CH2:2][C:3]1[CH:4]=[C:5]([CH:9]=[CH:10][CH:11]=1)[C:6]([OH:8])=O.[Cl:12][CH2:13][C:14]([NH:16]O)=[NH:15].CN(C(ON1N=NC2C=CC=CC1=2)=[N+](C)C)C.F[P-](F)(F)(F)(F)F.C(N(CC)CC)C. Product: [Cl:12][CH2:13][C:14]1[N:16]=[C:6]([C:5]2[CH:4]=[C:3]([CH2:2][OH:1])[CH:11]=[CH:10][CH:9]=2)[O:8][N:15]=1. The catalyst class is: 3. (6) The catalyst class is: 164. Reactant: Br[C:2]1[CH:3]=[CH:4][C:5]2[C:11]3[N:12]([CH:20]4[CH2:25][CH2:24][CH2:23][CH2:22][O:21]4)[N:13]=[C:14]([C:15]([O:17][CH2:18][CH3:19])=[O:16])[C:10]=3[CH2:9][O:8][C:6]=2[CH:7]=1.[CH3:26][O:27][C@H:28]1[CH2:32][CH2:31][NH:30][CH2:29]1.C1C=CC(P(C2C(C3C(P(C4C=CC=CC=4)C4C=CC=CC=4)=CC=C4C=3C=CC=C4)=C3C(C=CC=C3)=CC=2)C2C=CC=CC=2)=CC=1.C(=O)([O-])[O-].[Cs+].[Cs+]. Product: [CH3:26][O:27][C@H:28]1[CH2:32][CH2:31][N:30]([C:2]2[CH:3]=[CH:4][C:5]3[C:11]4[N:12]([CH:20]5[CH2:25][CH2:24][CH2:23][CH2:22][O:21]5)[N:13]=[C:14]([C:15]([O:17][CH2:18][CH3:19])=[O:16])[C:10]=4[CH2:9][O:8][C:6]=3[CH:7]=2)[CH2:29]1.